Dataset: Forward reaction prediction with 1.9M reactions from USPTO patents (1976-2016). Task: Predict the product of the given reaction. Given the reactants [N+:1]([C:4]1[CH:9]=[CH:8][C:7]([C:10]2[S:11][C:12]3[CH:18]=[CH:17][CH:16]=[C:15]([O:19][CH3:20])[C:13]=3[CH:14]=2)=[CH:6][CH:5]=1)([O-])=O.[H][H], predict the reaction product. The product is: [NH2:1][C:4]1[CH:5]=[CH:6][C:7]([C:10]2[S:11][C:12]3[CH:18]=[CH:17][CH:16]=[C:15]([O:19][CH3:20])[C:13]=3[CH:14]=2)=[CH:8][CH:9]=1.